This data is from Reaction yield outcomes from USPTO patents with 853,638 reactions. The task is: Predict the reaction yield, written as a fraction of the theoretical maximum amount of product (1.0 means a 100% yield; for example, 0.34 means a 34% yield). The reactants are [Cl:1][C:2]1[CH:3]=[CH:4][C:5]([C:12]#[C:13][Si](C)(C)C)=[C:6]([CH:11]=1)[C:7]([O:9][CH3:10])=[O:8].C([O-])([O-])=O.[K+].[K+]. The catalyst is CO. The product is [Cl:1][C:2]1[CH:3]=[CH:4][C:5]([C:12]#[CH:13])=[C:6]([CH:11]=1)[C:7]([O:9][CH3:10])=[O:8]. The yield is 0.552.